This data is from Forward reaction prediction with 1.9M reactions from USPTO patents (1976-2016). The task is: Predict the product of the given reaction. (1) Given the reactants Br[CH2:2][C:3]([O-:5])=[O:4].[CH3:6][O:7][C:8]1[CH:15]=[CH:14][C:11]([CH2:12][NH2:13])=[CH:10][CH:9]=1.Cl, predict the reaction product. The product is: [C:11]([O:5][C:3](=[O:4])[CH2:2][NH:13][CH2:12][C:11]1[CH:14]=[CH:15][C:8]([O:7][CH3:6])=[CH:9][CH:10]=1)([CH3:14])([CH3:12])[CH3:10]. (2) The product is: [CH3:1][C:2]1[C:6]([NH:18][C:21](=[O:30])[O:44][C:41]([CH3:43])([CH3:42])[CH3:40])=[CH:5][N:4]([C:10]2[CH:11]=[N:12][CH:13]=[CH:14][CH:15]=2)[N:3]=1. Given the reactants [CH3:1][C:2]1[C:6](C(O)=O)=[CH:5][N:4]([C:10]2[CH:11]=[N:12][CH:13]=[CH:14][CH:15]=2)[N:3]=1.C([N:18]([CH2:21]C)CC)C.C1(P(N=[N+]=[N-])(C2C=CC=CC=2)=[O:30])C=CC=CC=1.[CH3:40][C:41]([OH:44])([CH3:43])[CH3:42], predict the reaction product. (3) Given the reactants [OH:1][CH:2]1[CH2:6][NH:5][C@H:4]([C:7]([OH:9])=[O:8])[CH2:3]1.S(Cl)([Cl:12])=O.[CH3:14]O, predict the reaction product. The product is: [ClH:12].[OH:1][CH:2]1[CH2:6][NH:5][C@H:4]([C:7]([O:9][CH3:14])=[O:8])[CH2:3]1. (4) Given the reactants [CH3:1][C:2]1[CH:11]=[CH:10][C:5]([C:6]([O:8][CH3:9])=[O:7])=[CH:4][N:3]=1.C1C(=O)N([Br:19])C(=O)C1.CC(N=NC(C#N)(C)C)(C#N)C.C(=O)([O-])O.[Na+], predict the reaction product. The product is: [Br:19][CH2:1][C:2]1[CH:11]=[CH:10][C:5]([C:6]([O:8][CH3:9])=[O:7])=[CH:4][N:3]=1. (5) Given the reactants [CH2:1]([N:4]1[C:12]2[C:7](=[CH:8][CH:9]=[CH:10][C:11]=2[F:13])[C:6]([C:14]2[CH:19]=[CH:18][C:17]([O:20]C)=[CH:16][C:15]=2[O:22]C)=[N:5]1)[CH:2]=[CH2:3].B(Br)(Br)Br.C1CCCCC=1, predict the reaction product. The product is: [CH2:1]([N:4]1[C:12]2[C:7](=[CH:8][CH:9]=[CH:10][C:11]=2[F:13])[C:6]([C:14]2[CH:19]=[CH:18][C:17]([OH:20])=[CH:16][C:15]=2[OH:22])=[N:5]1)[CH:2]=[CH2:3]. (6) Given the reactants [CH3:1][C:2]1([CH3:17])[CH2:6][O:5][C:4]([C:7]2[CH:12]=[CH:11][C:10]([CH2:13][O:14]C=O)=[CH:9][CH:8]=2)=[N:3]1.[OH-].[Na+].O, predict the reaction product. The product is: [CH3:1][C:2]1([CH3:17])[CH2:6][O:5][C:4]([C:7]2[CH:12]=[CH:11][C:10]([CH2:13][OH:14])=[CH:9][CH:8]=2)=[N:3]1.